Dataset: Full USPTO retrosynthesis dataset with 1.9M reactions from patents (1976-2016). Task: Predict the reactants needed to synthesize the given product. (1) Given the product [Cl:23][C:22]1[C:13]([NH:11][C:8]2[CH:9]=[N:10][C:5]([O:4][CH3:3])=[CH:6][CH:7]=2)=[N:14][C:15]2[C:20]([N:21]=1)=[CH:19][C:18]([C:24]#[N:25])=[CH:17][CH:16]=2, predict the reactants needed to synthesize it. The reactants are: [H-].[Na+].[CH3:3][O:4][C:5]1[N:10]=[CH:9][C:8]([NH2:11])=[CH:7][CH:6]=1.Cl[C:13]1[C:22]([Cl:23])=[N:21][C:20]2[C:15](=[CH:16][CH:17]=[C:18]([C:24]#[N:25])[CH:19]=2)[N:14]=1. (2) Given the product [I:1][C:2]1[CH:18]=[CH:17][C:5]2[C:6](=[O:16])[CH2:7][CH2:8][C:9](=[O:11])[NH:10][C:4]=2[CH:3]=1, predict the reactants needed to synthesize it. The reactants are: [I:1][C:2]1[CH:18]=[CH:17][C:5]2[C:6](=[O:16])[CH:7](C(OC)=O)[CH2:8][C:9](=[O:11])[NH:10][C:4]=2[CH:3]=1.Cl. (3) The reactants are: [CH3:1][C:2]1[N:7]=[CH:6][C:5]([NH2:8])=[CH:4][CH:3]=1.[F:9][C:10]([F:21])([F:20])[C:11]1[N:16]=[CH:15][C:14]([CH2:17][C:18]#N)=[CH:13][CH:12]=1.[F:22][C:23]1[CH:28]=[CH:27][C:26]([C:29](=[O:33])[C:30](O)=[O:31])=[CH:25][CH:24]=1. Given the product [F:22][C:23]1[CH:24]=[CH:25][C:26]([C@H:29]([OH:33])[C:30]([N:8]([C:5]2[CH:6]=[N:7][C:2]([CH3:1])=[CH:3][CH:4]=2)[CH2:18][CH2:17][C:14]2[CH:15]=[N:16][C:11]([C:10]([F:21])([F:20])[F:9])=[CH:12][CH:13]=2)=[O:31])=[CH:27][CH:28]=1, predict the reactants needed to synthesize it. (4) Given the product [NH2:36][C:33]1[CH:34]=[CH:35][C:27]([N:20]2[C:21]3[C:26](=[CH:25][CH:24]=[CH:23][CH:22]=3)[C:18]([C:16](=[O:17])[N:15]([C:12]3[CH:11]=[CH:10][C:9]([OH:8])=[CH:14][CH:13]=3)[C:39]3[CH:44]=[CH:43][CH:42]=[CH:41][CH:40]=3)=[CH:19]2)=[C:28]([CH:32]=1)[C:29]([OH:31])=[O:30].[NH2:15][C:12]1[CH:13]=[CH:14][CH:9]=[CH:10][CH:11]=1, predict the reactants needed to synthesize it. The reactants are: C([O:8][C:9]1[CH:14]=[CH:13][C:12]([N:15]([C:39]2[CH:44]=[CH:43][CH:42]=[CH:41][CH:40]=2)[C:16]([C:18]2[C:26]3[C:21](=[CH:22][CH:23]=[CH:24][CH:25]=3)[N:20]([C:27]3[CH:35]=[CH:34][C:33]([N+:36]([O-])=O)=[CH:32][C:28]=3[C:29]([OH:31])=[O:30])[CH:19]=2)=[O:17])=[CH:11][CH:10]=1)C1C=CC=CC=1. (5) Given the product [CH2:47]([N:43]([CH2:44][CH2:45][CH3:46])[CH2:42][CH2:41][CH2:40][CH2:39][NH:38][C:33]([C:28]1[CH:27]=[N:26][C:25]2[C:30](=[CH:31][CH:32]=[C:23]([I:22])[CH:24]=2)[N:29]=1)=[O:35])[CH2:48][CH3:49].[I:22][C:23]1[CH:24]=[C:25]2[C:30](=[CH:31][CH:32]=1)[N:29]=[C:28]([C:33]([O:35][CH2:36][CH3:37])=[O:34])[CH:27]=[N:26]2, predict the reactants needed to synthesize it. The reactants are: C(N(CC)CCNC(C1C=CC2C(=CC=C(I)C=2)C=1)=O)C.[I:22][C:23]1[CH:24]=[C:25]2[C:30](=[CH:31][CH:32]=1)[N:29]=[C:28]([C:33]([O:35][CH2:36][CH3:37])=[O:34])[CH:27]=[N:26]2.[NH2:38][CH2:39][CH2:40][CH2:41][CH2:42][N:43]([CH2:47][CH2:48][CH3:49])[CH2:44][CH2:45][CH3:46].